Dataset: Catalyst prediction with 721,799 reactions and 888 catalyst types from USPTO. Task: Predict which catalyst facilitates the given reaction. (1) Reactant: Cl.[C:2]([O:6][C:7](=[O:10])[CH2:8][NH2:9])([CH3:5])([CH3:4])[CH3:3].[N+:11]([C:14]1[CH:19]=[CH:18][C:17]([S:20](Cl)(=[O:22])=[O:21])=[CH:16][CH:15]=1)([O-:13])=[O:12]. Product: [N+:11]([C:14]1[CH:15]=[CH:16][C:17]([S:20]([NH:9][CH2:8][C:7]([O:6][C:2]([CH3:5])([CH3:4])[CH3:3])=[O:10])(=[O:22])=[O:21])=[CH:18][CH:19]=1)([O-:13])=[O:12]. The catalyst class is: 17. (2) Reactant: [CH2:1]([CH:3]([CH2:6][CH3:7])[CH:4]=O)[CH3:2].Cl.[CH3:9][O:10][C:11]1[CH:16]=[CH:15][CH:14]=[CH:13][C:12]=1[NH:17]N.S(=O)(=O)(O)O.[BH4-].[Na+].[OH-].[Na+]. Product: [CH2:1]([C:3]1([CH2:6][CH3:7])[C:13]2[C:12](=[C:11]([O:10][CH3:9])[CH:16]=[CH:15][CH:14]=2)[NH:17][CH2:4]1)[CH3:2]. The catalyst class is: 40. (3) Reactant: Cl[C:2]1[C:11]2=[N:12][N:13](CC3C=CC(OC)=CC=3)[CH:14]=[C:10]2[C:9]2[CH:8]=[C:7]([O:24][CH3:25])[CH:6]=[CH:5][C:4]=2[N:3]=1.[O:26]([C:33]1[CH:34]=[C:35]([CH:37]=[CH:38][CH:39]=1)[NH2:36])[C:27]1[CH:32]=[CH:31][CH:30]=[CH:29][CH:28]=1.Cl. Product: [CH3:25][O:24][C:7]1[CH:6]=[CH:5][C:4]2[N:3]=[C:2]([NH:36][C:35]3[CH:37]=[CH:38][CH:39]=[C:33]([O:26][C:27]4[CH:28]=[CH:29][CH:30]=[CH:31][CH:32]=4)[CH:34]=3)[C:11]3=[N:12][NH:13][CH:14]=[C:10]3[C:9]=2[CH:8]=1. The catalyst class is: 71. (4) Reactant: [OH:1]/[N:2]=[C:3](/[C:6]1[CH:11]=[CH:10][CH:9]=[CH:8][CH:7]=1)\[C:4]#[N:5].Cl[CH2:13][C:14]1[N:19]=[C:18]([NH:20][C:21](=[O:27])[O:22][C:23]([CH3:26])([CH3:25])[CH3:24])[CH:17]=[CH:16][CH:15]=1.[I-].[K+].C(=O)([O-])[O-].[Cs+].[Cs+]. Product: [C:4](/[C:3](=[N:2]\[O:1][CH2:13][C:14]1[N:19]=[C:18]([NH:20][C:21](=[O:27])[O:22][C:23]([CH3:25])([CH3:24])[CH3:26])[CH:17]=[CH:16][CH:15]=1)/[C:6]1[CH:11]=[CH:10][CH:9]=[CH:8][CH:7]=1)#[N:5]. The catalyst class is: 444.